Dataset: Retrosynthesis with 50K atom-mapped reactions and 10 reaction types from USPTO. Task: Predict the reactants needed to synthesize the given product. Given the product CC(C)(C)OC(=O)N1CCC(Oc2ccc([N+](=O)[O-])cc2F)CC1, predict the reactants needed to synthesize it. The reactants are: CC(C)(C)OC(=O)N1CCC(O)CC1.O=[N+]([O-])c1ccc(O)c(F)c1.